This data is from Full USPTO retrosynthesis dataset with 1.9M reactions from patents (1976-2016). The task is: Predict the reactants needed to synthesize the given product. (1) The reactants are: [NH2:1][C:2]1[CH:3]=[C:4]([CH:16]=[CH:17][C:18]=1[Cl:19])[CH:5]=[C:6]1[C:14]2[C:9](=[CH:10][CH:11]=[CH:12][CH:13]=2)[C:8](=O)[O:7]1.O.[NH2:21][NH2:22]. Given the product [NH2:1][C:2]1[CH:3]=[C:4]([CH:16]=[CH:17][C:18]=1[Cl:19])[CH2:5][C:6]1[C:14]2[C:9](=[CH:10][CH:11]=[CH:12][CH:13]=2)[C:8](=[O:7])[NH:22][N:21]=1, predict the reactants needed to synthesize it. (2) Given the product [Cl:1][C:2]1[CH:11]=[C:6]2[C:5]([CH:12]=[C:10]([C:25]3[CH:28]=[CH:29][C:22]([F:21])=[C:23]([O:30][CH3:31])[CH:24]=3)[NH:9][C:7]2=[O:8])=[CH:4][CH:3]=1, predict the reactants needed to synthesize it. The reactants are: [Cl:1][C:2]1[CH:3]=[CH:4][C:5]([CH3:12])=[C:6]([CH:11]=1)[C:7]([NH:9][CH3:10])=[O:8].C([N-]C(C)C)(C)C.[Li+].[F:21][C:22]1[CH:29]=[CH:28][C:25](C#N)=[CH:24][C:23]=1[O:30][CH3:31].[NH4+].[Cl-]. (3) Given the product [CH2:1]([O:3][C:4]1[CH:11]=[CH:10][C:7]([CH:8]=[CH:9][C:13]2[CH:18]=[CH:17][C:16]([CH2:19][C:20]#[N:21])=[CH:15][CH:14]=2)=[CH:6][CH:5]=1)[CH3:2], predict the reactants needed to synthesize it. The reactants are: [CH2:1]([O:3][C:4]1[CH:11]=[CH:10][C:7]([CH:8]=[CH2:9])=[CH:6][CH:5]=1)[CH3:2].Br[C:13]1[CH:18]=[CH:17][C:16]([CH2:19][C:20]#[N:21])=[CH:15][CH:14]=1.C1(C)C=CC=CC=1P(C1C=CC=CC=1C)C1C=CC=CC=1C. (4) Given the product [Br:1][C:11]1[C:12]([CH3:15])=[C:13]([CH3:14])[C:6]2[O:5][C:4]([CH3:16])([CH3:3])[C:8](=[O:9])[C:7]=2[CH:10]=1, predict the reactants needed to synthesize it. The reactants are: [Br:1]Br.[CH3:3][C:4]1([CH3:16])[C:8](=[O:9])[C:7]2[CH:10]=[CH:11][C:12]([CH3:15])=[C:13]([CH3:14])[C:6]=2[O:5]1.S([O-])([O-])=O.[Na+].[Na+]. (5) Given the product [ClH:15].[Br:8][C:9]1[CH:14]=[CH:13][CH:12]=[C:11]([Cl:15])[C:10]=1[NH:16][NH2:17], predict the reactants needed to synthesize it. The reactants are: Cl.O1CCOCC1.[Br:8][C:9]1[CH:14]=[CH:13][CH:12]=[C:11]([Cl:15])[C:10]=1[N:16](C(OC(C)(C)C)=O)[NH:17]C(OC(C)(C)C)=O.